This data is from Forward reaction prediction with 1.9M reactions from USPTO patents (1976-2016). The task is: Predict the product of the given reaction. Given the reactants [C:1]([C:4]1[CH:5]=[C:6]([C:32]#[N:33])[C:7]([C:15]2[CH:24]=[CH:23][CH:22]=[C:21]3[C:16]=2[CH2:17][CH2:18][N:19]([C:25]([O:27]C(C)(C)C)=O)[CH2:20]3)=[C:8]2[C:12]=1[NH:11][C:10]([CH3:13])=[C:9]2[CH3:14])(=[O:3])[NH2:2].F[C:35](F)(F)[C:36](O)=O.CCN(C(C)C)C(C)C.F[P-](F)(F)(F)(F)F.N1(O[P+](N(C)C)(N(C)C)N(C)C)C2C=CC=CC=2N=N1.C(O)(=O)C#CC, predict the reaction product. The product is: [C:25]([N:19]1[CH2:18][CH2:17][C:16]2[C:21](=[CH:22][CH:23]=[CH:24][C:15]=2[C:7]2[C:6]([C:32]#[N:33])=[CH:5][C:4]([C:1]([NH2:2])=[O:3])=[C:12]3[C:8]=2[C:9]([CH3:14])=[C:10]([CH3:13])[NH:11]3)[CH2:20]1)(=[O:27])[CH:35]=[CH2:36].